Dataset: NCI-60 drug combinations with 297,098 pairs across 59 cell lines. Task: Regression. Given two drug SMILES strings and cell line genomic features, predict the synergy score measuring deviation from expected non-interaction effect. (1) Drug 1: CC(C1=C(C=CC(=C1Cl)F)Cl)OC2=C(N=CC(=C2)C3=CN(N=C3)C4CCNCC4)N. Drug 2: C1C(C(OC1N2C=NC3=C2NC=NCC3O)CO)O. Cell line: UACC62. Synergy scores: CSS=8.62, Synergy_ZIP=-1.72, Synergy_Bliss=3.26, Synergy_Loewe=-23.2, Synergy_HSA=2.61. (2) Drug 1: C1=CC=C(C=C1)NC(=O)CCCCCCC(=O)NO. Drug 2: CS(=O)(=O)OCCCCOS(=O)(=O)C. Cell line: HCT-15. Synergy scores: CSS=-0.0150, Synergy_ZIP=-1.46, Synergy_Bliss=-3.16, Synergy_Loewe=-8.06, Synergy_HSA=-5.28.